Dataset: Reaction yield outcomes from USPTO patents with 853,638 reactions. Task: Predict the reaction yield, written as a fraction of the theoretical maximum amount of product (1.0 means a 100% yield; for example, 0.34 means a 34% yield). (1) No catalyst specified. The yield is 0.590. The reactants are [Br:1][C:2]1[CH:7]=[CH:6][C:5]([C:8]2([CH:17]3[CH2:22][CH2:21][NH:20][CH2:19][CH2:18]3)[O:12][C:11]3[CH:13]=[CH:14][CH:15]=[CH:16][C:10]=3[O:9]2)=[CH:4][CH:3]=1.O=[C:24]([CH3:38])[CH2:25][CH2:26][N:27]1C(=O)C2C(=CC=CC=2)C1=O. The product is [Br:1][C:2]1[CH:7]=[CH:6][C:5]([C:8]2([CH:17]3[CH2:22][CH2:21][N:20]([CH:24]([CH3:38])[CH2:25][CH2:26][NH2:27])[CH2:19][CH2:18]3)[O:12][C:11]3[CH:13]=[CH:14][CH:15]=[CH:16][C:10]=3[O:9]2)=[CH:4][CH:3]=1. (2) The reactants are [F:1][C:2]1[CH:3]=[C:4]([C:8]([N:12]2[CH2:17][CH2:16][CH:15]([NH:18][C:19]3[C:20]4[C:27]5[CH2:28][CH2:29][CH2:30][CH2:31][C:26]=5[S:25][C:21]=4[N:22]=[CH:23][N:24]=3)[CH2:14][CH2:13]2)([CH3:11])[C:9]#N)[CH:5]=[CH:6][CH:7]=1.C[Mg+].[Br-].C(OCCCC)CCC.[NH4+].[Cl-]. The catalyst is C1COCC1. The product is [F:1][C:2]1[CH:3]=[C:4]([C:8]([N:12]2[CH2:13][CH2:14][CH:15]([NH:18][C:19]3[C:20]4[C:27]5[CH2:28][CH2:29][CH2:30][CH2:31][C:26]=5[S:25][C:21]=4[N:22]=[CH:23][N:24]=3)[CH2:16][CH2:17]2)([CH3:11])[CH3:9])[CH:5]=[CH:6][CH:7]=1. The yield is 0.780.